This data is from Reaction yield outcomes from USPTO patents with 853,638 reactions. The task is: Predict the reaction yield, written as a fraction of the theoretical maximum amount of product (1.0 means a 100% yield; for example, 0.34 means a 34% yield). (1) The reactants are Br[C:2]1[CH:7]=[CH:6][C:5]([C:8]([F:11])([F:10])[F:9])=[CH:4][CH:3]=1.Cl[C:13]1[C:18]2[N:19]=[CH:20][S:21][C:17]=2[CH:16]=[CH:15][CH:14]=1. The catalyst is C1COCC1.[Cl-].[Zn+2].[Cl-].[Pd].C1C=CC([P]([Pd]([P](C2C=CC=CC=2)(C2C=CC=CC=2)C2C=CC=CC=2)([P](C2C=CC=CC=2)(C2C=CC=CC=2)C2C=CC=CC=2)[P](C2C=CC=CC=2)(C2C=CC=CC=2)C2C=CC=CC=2)(C2C=CC=CC=2)C2C=CC=CC=2)=CC=1. The product is [F:9][C:8]([F:11])([F:10])[C:5]1[CH:6]=[CH:7][C:2]([C:13]2[C:18]3[N:19]=[CH:20][S:21][C:17]=3[CH:16]=[CH:15][CH:14]=2)=[CH:3][CH:4]=1. The yield is 0.910. (2) The reactants are [N:1]1([C:6]2[CH:13]=[CH:12][C:9]([CH:10]=O)=[CH:8][CH:7]=2)[CH:5]=[N:4][CH:3]=[N:2]1.[C:14]([O-])([O-])=O.[K+].[K+]. The catalyst is O1CCOCC1.[Br-].C[P+](C1C=CC=CC=1)(C1C=CC=CC=1)C1C=CC=CC=1. The product is [CH:10]([C:9]1[CH:12]=[CH:13][C:6]([N:1]2[CH:5]=[N:4][CH:3]=[N:2]2)=[CH:7][CH:8]=1)=[CH2:14]. The yield is 0.630. (3) The reactants are [NH2:1][CH2:2][CH2:3][C:4]1[CH:5]=[N:6][CH:7]=[CH:8][CH:9]=1.I[C:11]1[CH:12]=[C:13]([CH:21]=[CH:22][CH:23]=1)[C:14]([O:16][C:17]([CH3:20])([CH3:19])[CH3:18])=[O:15].CC(C)([O-])C.[Na+].F[B-](F)(F)F.C([PH+](C(C)(C)C)C(C)(C)C)(C)(C)C. The catalyst is C1(C)C=CC=CC=1. The product is [N:6]1[CH:7]=[CH:8][CH:9]=[C:4]([CH2:3][CH2:2][NH:1][C:11]2[CH:12]=[C:13]([CH:21]=[CH:22][CH:23]=2)[C:14]([O:16][C:17]([CH3:19])([CH3:20])[CH3:18])=[O:15])[CH:5]=1. The yield is 0.170. (4) The reactants are C([O:8][C:9]1[CH:14]=[CH:13][C:12]([N+:15]([O-])=O)=[C:11]([F:18])[C:10]=1[CH3:19])C1C=CC=CC=1. The catalyst is CO.[Pd]. The product is [NH2:15][C:12]1[CH:13]=[CH:14][C:9]([OH:8])=[C:10]([CH3:19])[C:11]=1[F:18]. The yield is 0.960.